This data is from Full USPTO retrosynthesis dataset with 1.9M reactions from patents (1976-2016). The task is: Predict the reactants needed to synthesize the given product. (1) Given the product [C:48]([C:41]1[CH:42]=[CH:43][C:44]([NH:45][CH2:46][CH3:47])=[C:39]([N:38]=[C:9]2[N:8]([CH2:1][C:2]3[CH:3]=[CH:4][CH:5]=[CH:6][CH:7]=3)[C:12](=[O:13])[C:11](=[C:14]3[N:18]([CH3:19])[C:17]4[CH:20]=[CH:21][CH:22]=[CH:23][C:16]=4[S:15]3)[N:10]2[CH3:24])[CH:40]=1)(=[O:50])[CH3:49], predict the reactants needed to synthesize it. The reactants are: [CH2:1]([N:8]1[C:12](=[O:13])[C:11](=[C:14]2[N:18]([CH3:19])[C:17]3[CH:20]=[CH:21][CH:22]=[CH:23][C:16]=3[S:15]2)[N:10]([CH3:24])[C:9]1=S)[C:2]1[CH:7]=[CH:6][CH:5]=[CH:4][CH:3]=1.C1(C)C=CC(S(OC)(=O)=O)=CC=1.[NH2:38][C:39]1[CH:40]=[C:41]([C:48](=[O:50])[CH3:49])[CH:42]=[CH:43][C:44]=1[NH:45][CH2:46][CH3:47]. (2) Given the product [F:1][C:2]1[CH:3]=[CH:4][C:5]([NH:8][C:9]2[CH:14]=[CH:13][N:12]=[C:11]([NH:15][C:16]3[CH:17]=[CH:18][C:19]([S:22]([N:25]([CH:33]4[CH2:34][CH2:35][N:36]([CH3:39])[CH2:37][CH2:38]4)[CH2:26][CH2:27][N:28]4[CH2:29][CH2:30][CH2:31][CH2:32]4)(=[O:24])=[O:23])=[CH:20][CH:21]=3)[N:10]=2)=[CH:6][CH:7]=1, predict the reactants needed to synthesize it. The reactants are: [F:1][C:2]1[CH:7]=[CH:6][C:5]([NH:8][C:9]2[CH:14]=[CH:13][N:12]=[C:11]([NH:15][C:16]3[CH:21]=[CH:20][C:19]([S:22]([N:25]([CH:33]4[CH2:38][CH2:37][NH:36][CH2:35][CH2:34]4)[CH2:26][CH2:27][N:28]4[CH2:32][CH2:31][CH2:30][CH2:29]4)(=[O:24])=[O:23])=[CH:18][CH:17]=3)[N:10]=2)=[CH:4][CH:3]=1.[CH2:39]=O.